Task: Predict which catalyst facilitates the given reaction.. Dataset: Catalyst prediction with 721,799 reactions and 888 catalyst types from USPTO Reactant: [Si]([O:8][CH2:9][CH2:10][C:11]1([C:24]2[CH:29]=[CH:28][CH:27]=[CH:26][CH:25]=2)[O:16][CH2:15][CH2:14][N:13]([C:17]([O:19][C:20]([CH3:23])([CH3:22])[CH3:21])=[O:18])[CH2:12]1)(C(C)(C)C)(C)C.[F-].C([N+](CCCC)(CCCC)CCCC)CCC. Product: [OH:8][CH2:9][CH2:10][C:11]1([C:24]2[CH:29]=[CH:28][CH:27]=[CH:26][CH:25]=2)[O:16][CH2:15][CH2:14][N:13]([C:17]([O:19][C:20]([CH3:23])([CH3:21])[CH3:22])=[O:18])[CH2:12]1. The catalyst class is: 396.